From a dataset of Forward reaction prediction with 1.9M reactions from USPTO patents (1976-2016). Predict the product of the given reaction. (1) Given the reactants [CH3:1][C:2]1[N:6]([CH:7]2[CH2:12][CH2:11][O:10][CH2:9][CH2:8]2)[N:5]=[CH:4][CH:3]=1.[Br:13]C1CC(=O)NC1=O, predict the reaction product. The product is: [Br:13][C:3]1[CH:4]=[N:5][N:6]([CH:7]2[CH2:12][CH2:11][O:10][CH2:9][CH2:8]2)[C:2]=1[CH3:1]. (2) The product is: [C:22]([O:25][C@H:26]1[O:38][C@@H:37]([CH2:39][O:40][C:41](=[O:43])[CH3:42])[C@H:32]([O:33][C:34](=[O:36])[CH3:35])[C@@H:27]1[O:28][C:29](=[O:31])[CH3:30])(=[O:24])[CH3:23]. Given the reactants O=C[C@H]([C@H]([C@H](CO)O)O)O.S(=O)(=O)(O)O.C(=O)([O-])[O-].[Li+].[Li+].[C:22]([O:25][CH:26]1[O:38][C@@H:37]([CH2:39][O:40][C:41](=[O:43])[CH3:42])[C@H:32]([O:33][C:34](=[O:36])[CH3:35])[C@@H:27]1[O:28][C:29](=[O:31])[CH3:30])(=[O:24])[CH3:23], predict the reaction product.